Dataset: Reaction yield outcomes from USPTO patents with 853,638 reactions. Task: Predict the reaction yield, written as a fraction of the theoretical maximum amount of product (1.0 means a 100% yield; for example, 0.34 means a 34% yield). (1) The reactants are [F:1][C:2]1[CH:3]=[C:4]([CH:7]=[CH:8][CH:9]=1)[CH2:5][OH:6].COCCOCCN(CCOCCOC)CCOCCOC.[OH-].[K+].[F:34][C:35]1[CH:40]=[C:39](F)[C:38]([F:42])=[CH:37][C:36]=1[N+:43]([O-:45])=[O:44]. The catalyst is C(OCC)(=O)C.O. The product is [F:42][C:38]1[CH:37]=[C:36]([N+:43]([O-:45])=[O:44])[C:35]([F:34])=[CH:40][C:39]=1[O:6][CH2:5][C:4]1[CH:7]=[CH:8][CH:9]=[C:2]([F:1])[CH:3]=1. The yield is 0.550. (2) The reactants are [Cl:1][C:2]1[CH:3]=[C:4]([NH2:9])[CH:5]=[CH:6][C:7]=1I.[Cl:10][C:11]1[CH:16]=[CH:15][C:14](B(O)O)=[CH:13][CH:12]=1.C([O-])([O-])=O.[Na+].[Na+]. The yield is 0.910. The catalyst is O1CCOCC1.O.C1C=CC([P]([Pd]([P](C2C=CC=CC=2)(C2C=CC=CC=2)C2C=CC=CC=2)([P](C2C=CC=CC=2)(C2C=CC=CC=2)C2C=CC=CC=2)[P](C2C=CC=CC=2)(C2C=CC=CC=2)C2C=CC=CC=2)(C2C=CC=CC=2)C2C=CC=CC=2)=CC=1. The product is [Cl:1][C:2]1[CH:3]=[C:4]([NH2:9])[CH:5]=[CH:6][C:7]=1[C:14]1[CH:15]=[CH:16][C:11]([Cl:10])=[CH:12][CH:13]=1. (3) The reactants are C(OC(N1CC[N:11]([CH2:14][C:15]2[C:16](=[O:36])[N:17]([CH2:30][CH:31]3[CH2:35][CH2:34][CH2:33][CH2:32]3)[N:18]=[C:19]([C:21]3[CH:26]=[CH:25][C:24]([O:27][CH3:28])=[C:23]([F:29])[CH:22]=3)[CH:20]=2)CC1)=O)(C)(C)C.C1(CN2C(=O)C(COS(C)(=O)=O)=CC(C3C=CC(OC)=C(F)C=3)=N2)CCCC1. No catalyst specified. The product is [NH2:11][CH2:14][C:15]1[C:16](=[O:36])[N:17]([CH2:30][CH:31]2[CH2:35][CH2:34][CH2:33][CH2:32]2)[N:18]=[C:19]([C:21]2[CH:26]=[CH:25][C:24]([O:27][CH3:28])=[C:23]([F:29])[CH:22]=2)[CH:20]=1. The yield is 0.537. (4) The reactants are Br[C:2]1[CH:7]=[CH:6][CH:5]=[CH:4][C:3]=1[C:8]1[N:12]([S:13]([C:16]2[CH:17]=[N:18][CH:19]=[CH:20][CH:21]=2)(=[O:15])=[O:14])[CH:11]=[C:10]([CH:22]=[O:23])[CH:9]=1.O.[CH3:25][N:26](C)C=O. The catalyst is [C-]#N.[Zn+2].[C-]#N.C1C=CC([P]([Pd]([P](C2C=CC=CC=2)(C2C=CC=CC=2)C2C=CC=CC=2)([P](C2C=CC=CC=2)(C2C=CC=CC=2)C2C=CC=CC=2)[P](C2C=CC=CC=2)(C2C=CC=CC=2)C2C=CC=CC=2)(C2C=CC=CC=2)C2C=CC=CC=2)=CC=1. The product is [CH:22]([C:10]1[CH:9]=[C:8]([C:3]2[CH:4]=[CH:5][CH:6]=[CH:7][C:2]=2[C:25]#[N:26])[N:12]([S:13]([C:16]2[CH:17]=[N:18][CH:19]=[CH:20][CH:21]=2)(=[O:15])=[O:14])[CH:11]=1)=[O:23]. The yield is 0.630. (5) The catalyst is CC(C)=O. The yield is 0.880. The reactants are [CH2:1]([O:8][C:9]1[C:10]([CH3:17])=[CH:11][C:12]([Br:16])=[C:13]([NH2:15])[CH:14]=1)[C:2]1[CH:7]=[CH:6][CH:5]=[CH:4][CH:3]=1.[C:18]([N:26]=[C:27]=[S:28])(=[O:25])[C:19]1[CH:24]=[CH:23][CH:22]=[CH:21][CH:20]=1. The product is [C:18]([NH:26][C:27]([NH:15][C:13]1[CH:14]=[C:9]([O:8][CH2:1][C:2]2[CH:3]=[CH:4][CH:5]=[CH:6][CH:7]=2)[C:10]([CH3:17])=[CH:11][C:12]=1[Br:16])=[S:28])(=[O:25])[C:19]1[CH:24]=[CH:23][CH:22]=[CH:21][CH:20]=1. (6) The reactants are [CH3:1][C:2]1[S:6][C:5]([C:7](OC)=[O:8])=[CH:4][C:3]=1[N:11]([CH3:20])[S:12]([C:15]1[S:16][CH:17]=[CH:18][CH:19]=1)(=[O:14])=[O:13].[H-].[Al+3].[Li+].[H-].[H-].[H-].O.[OH-].[Na+]. The catalyst is O1CCCC1. The product is [OH:8][CH2:7][C:5]1[S:6][C:2]([CH3:1])=[C:3]([N:11]([CH3:20])[S:12]([C:15]2[S:16][CH:17]=[CH:18][CH:19]=2)(=[O:14])=[O:13])[CH:4]=1. The yield is 0.910. (7) The reactants are Cl[C:2]1[C:3]2[N:11]=[C:10]([C:12]3[CH:17]=[CH:16][C:15]([F:18])=[CH:14][CH:13]=3)[S:9][C:4]=2[N:5]=[C:6]([CH3:8])[N:7]=1.C(N(CC)CC)C.[Cl:26][C:27]1[CH:42]=[CH:41][C:30]([O:31][CH2:32][C:33]([N:35]2[CH2:40][CH2:39][NH:38][CH2:37][CH2:36]2)=[O:34])=[CH:29][CH:28]=1. The catalyst is O1CCOCC1. The product is [Cl:26][C:27]1[CH:28]=[CH:29][C:30]([O:31][CH2:32][C:33]([N:35]2[CH2:40][CH2:39][N:38]([C:2]3[C:3]4[N:11]=[C:10]([C:12]5[CH:17]=[CH:16][C:15]([F:18])=[CH:14][CH:13]=5)[S:9][C:4]=4[N:5]=[C:6]([CH3:8])[N:7]=3)[CH2:37][CH2:36]2)=[O:34])=[CH:41][CH:42]=1. The yield is 0.750. (8) The reactants are [S:1]1[C:5]([NH:6][C:7]2[CH:12]=[CH:11][C:10]([O:13][CH3:14])=[CH:9][CH:8]=2)=[N:4][N:3]2[CH:15]=[CH:16][N:17]=[C:2]12.[I:18]N1C(=O)CCC1=O. The catalyst is CN(C)C=O. The product is [I:18][C:15]1[N:3]2[C:2]([S:1][C:5]([NH:6][C:7]3[CH:12]=[CH:11][C:10]([O:13][CH3:14])=[CH:9][CH:8]=3)=[N:4]2)=[N:17][CH:16]=1. The yield is 0.160.